Predict the reactants needed to synthesize the given product. From a dataset of Full USPTO retrosynthesis dataset with 1.9M reactions from patents (1976-2016). (1) Given the product [CH2:35]([O:36][C:37](=[O:38])[NH:39][CH2:40][C:41]1[S:42][CH:2]=[C:3]([C:5]2[CH:6]=[C:7]3[C:11](=[CH:12][CH:13]=2)[N:10]([CH3:14])[C:9]2[N:15]([CH3:28])[C:16](=[O:27])[C:17]([C:19]4[CH:24]=[CH:23][C:22]([Cl:25])=[CH:21][C:20]=4[Cl:26])=[CH:18][C:8]3=2)[N:43]=1)[C:32]1[CH:31]=[CH:30][CH:29]=[CH:34][CH:33]=1, predict the reactants needed to synthesize it. The reactants are: Br[CH2:2][C:3]([C:5]1[CH:6]=[C:7]2[C:11](=[CH:12][CH:13]=1)[N:10]([CH3:14])[C:9]1[N:15]([CH3:28])[C:16](=[O:27])[C:17]([C:19]3[CH:24]=[CH:23][C:22]([Cl:25])=[CH:21][C:20]=3[Cl:26])=[CH:18][C:8]2=1)=O.[CH:29]1[CH:34]=[CH:33][C:32]([CH2:35][O:36][C:37]([NH:39][CH2:40][C:41]([NH2:43])=[S:42])=[O:38])=[CH:31][CH:30]=1. (2) Given the product [C:30]([C:2]1[C:10]2[C:6](=[CH:7][N:8]([C:11]3[CH:24]=[CH:23][C:14]([O:15][CH2:16][C@@H:17]([NH:19][C:20](=[O:22])[CH3:21])[CH3:18])=[CH:13][CH:12]=3)[N:9]=2)[CH:5]=[CH:4][C:3]=1[O:25][CH2:26][CH:27]1[CH2:29][CH2:28]1)#[N:31], predict the reactants needed to synthesize it. The reactants are: Br[C:2]1[C:10]2[C:6](=[CH:7][N:8]([C:11]3[CH:24]=[CH:23][C:14]([O:15][CH2:16][C@@H:17]([NH:19][C:20](=[O:22])[CH3:21])[CH3:18])=[CH:13][CH:12]=3)[N:9]=2)[CH:5]=[CH:4][C:3]=1[O:25][CH2:26][CH:27]1[CH2:29][CH2:28]1.[CH3:30][N:31](C)C(=O)C. (3) Given the product [Br:23][C:24]1[N:32]2[C:27]([CH:28]=[N:29][C:30]([NH:22][C:4]3[CH:5]=[CH:6][C:7]([N:9]4[CH2:14][CH2:13][CH:12]([N:15]5[CH2:20][CH2:19][N:18]([CH3:21])[CH2:17][CH2:16]5)[CH2:11][CH2:10]4)=[CH:8][C:3]=3[O:2][CH3:1])=[N:31]2)=[CH:26][CH:25]=1, predict the reactants needed to synthesize it. The reactants are: [CH3:1][O:2][C:3]1[CH:8]=[C:7]([N:9]2[CH2:14][CH2:13][CH:12]([N:15]3[CH2:20][CH2:19][N:18]([CH3:21])[CH2:17][CH2:16]3)[CH2:11][CH2:10]2)[CH:6]=[CH:5][C:4]=1[NH2:22].[Br:23][C:24]1[N:32]2[C:27]([CH:28]=[N:29][C:30](S(C)=O)=[N:31]2)=[CH:26][CH:25]=1.C(N(CC)C(C)C)(C)C.COCCO. (4) Given the product [CH2:32]([N:15]([CH2:16][CH2:17][C:18]1[CH:19]=[CH:20][C:21]([O:24][CH2:25][C:26]2[CH:27]=[CH:28][CH:29]=[CH:30][CH:31]=2)=[CH:22][CH:23]=1)[CH:13]([CH3:14])[C:12]([C:9]1[CH:10]=[CH:11][C:6]([OH:5])=[CH:7][CH:8]=1)=[O:39])[C:33]1[CH:38]=[CH:37][CH:36]=[CH:35][CH:34]=1, predict the reactants needed to synthesize it. The reactants are: CS([O:5][C:6]1[CH:11]=[CH:10][C:9]([C:12](=[O:39])[CH:13]([N:15]([CH2:32][C:33]2[CH:38]=[CH:37][CH:36]=[CH:35][CH:34]=2)[CH2:16][CH2:17][C:18]2[CH:23]=[CH:22][C:21]([O:24][CH2:25][C:26]3[CH:31]=[CH:30][CH:29]=[CH:28][CH:27]=3)=[CH:20][CH:19]=2)[CH3:14])=[CH:8][CH:7]=1)(=O)=O.O.[OH-].[K+].Cl. (5) Given the product [CH3:39][N:40]([CH3:46])[CH2:41][CH2:42][CH2:43][CH2:44][NH:45][C:24]([C:21]1[CH:22]=[CH:23][C:18]([C:15]2[CH:16]=[CH:17][C:12]([CH2:11][S:10][CH2:9][CH2:8][O:1][C:2]3[CH:7]=[CH:6][CH:5]=[CH:4][CH:3]=3)=[CH:13][CH:14]=2)=[CH:19][CH:20]=1)=[O:26], predict the reactants needed to synthesize it. The reactants are: [O:1]([CH2:8][CH2:9][S:10][CH2:11][C:12]1[CH:17]=[CH:16][C:15]([C:18]2[CH:23]=[CH:22][C:21]([C:24]([OH:26])=O)=[CH:20][CH:19]=2)=[CH:14][CH:13]=1)[C:2]1[CH:7]=[CH:6][CH:5]=[CH:4][CH:3]=1.C(N1C=CN=C1)(N1C=CN=C1)=O.[CH3:39][N:40]([CH3:46])[CH2:41][CH2:42][CH2:43][CH2:44][NH2:45]. (6) Given the product [CH3:33][S:34]([C:37](=[CH:21][C:20]1[CH:19]=[CH:18][C:17]([NH:16][C:13]2[N:14]=[C:15]3[C:7]([C:1](=[O:6])[C:2]([CH3:5])([CH3:3])[CH3:4])=[CH:8][N:9]([CH2:25][O:26][CH2:27][CH2:28][Si:29]([CH3:30])([CH3:32])[CH3:31])[C:10]3=[N:11][CH:12]=2)=[CH:24][CH:23]=1)[C:38]#[N:39])(=[O:36])=[O:35], predict the reactants needed to synthesize it. The reactants are: [C:1]([C:7]1[C:15]2[C:10](=[N:11][CH:12]=[C:13]([NH:16][C:17]3[CH:24]=[CH:23][C:20]([CH:21]=O)=[CH:19][CH:18]=3)[N:14]=2)[N:9]([CH2:25][O:26][CH2:27][CH2:28][Si:29]([CH3:32])([CH3:31])[CH3:30])[CH:8]=1)(=[O:6])[C:2]([CH3:5])([CH3:4])[CH3:3].[CH3:33][S:34]([CH2:37][C:38]#[N:39])(=[O:36])=[O:35].C(O)(=O)C.N1CCCCC1. (7) Given the product [NH:1]1[C:9]2[C:4](=[CH:5][CH:6]=[CH:7][CH:8]=2)[C:3]([C:10]([Cl:21])=[O:12])=[CH:2]1, predict the reactants needed to synthesize it. The reactants are: [NH:1]1[C:9]2[C:4](=[CH:5][CH:6]=[CH:7][CH:8]=2)[C:3]([C:10]([OH:12])=O)=[CH:2]1.CN(C)C=O.C(Cl)(=O)C([Cl:21])=O.